From a dataset of Full USPTO retrosynthesis dataset with 1.9M reactions from patents (1976-2016). Predict the reactants needed to synthesize the given product. Given the product [NH2:13][C:14]1[C:19]2[C:20](=[O:40])[N:21]([C:25]3[CH:30]=[CH:29][C:28]([C:2]4[C:3]([CH3:12])=[N:4][N:5]([CH2:8][C:9]([OH:11])=[O:10])[C:6]=4[CH3:7])=[CH:27][CH:26]=3)[CH2:22][CH2:23][O:24][C:18]=2[N:17]=[CH:16][N:15]=1, predict the reactants needed to synthesize it. The reactants are: Br[C:2]1[C:3]([CH3:12])=[N:4][N:5]([CH2:8][C:9]([O-:11])=[O:10])[C:6]=1[CH3:7].[NH2:13][C:14]1[C:19]2[C:20](=[O:40])[N:21]([C:25]3[CH:30]=[CH:29][C:28](B4OC(C)(C)C(C)(C)O4)=[CH:27][CH:26]=3)[CH2:22][CH2:23][O:24][C:18]=2[N:17]=[CH:16][N:15]=1.C([O-])([O-])=O.[K+].[K+].